Dataset: Human Reference Interactome with 51,813 positive PPI pairs across 8,248 proteins, plus equal number of experimentally-validated negative pairs. Task: Binary Classification. Given two protein amino acid sequences, predict whether they physically interact or not. (1) Protein 1 (ENSG00000108590) has sequence MAAAVAMETDDAGNRLRFQLELEFVQCLANPNYLNFLAQRGYFKDKAFVNYLKYLLYWKDPEYAKYLKYPQCLHMLELLQYEHFRKELVNAQCAKFIDEQQILHWQHYSRKRMRLQQALAEQQQQNNTSGK*MLELLQYEHFRKELVNAQCAKFIDEQQILHWQHYSRKRMRLQQALAEQQQQNNTSGK*MAAAVAMETDDAGNRLRFQLELEFVQCLANPNYLNCTLSVYTC*. Protein 2 (ENSG00000141524) has sequence MAQPLAFILDVPETPGDQGQGPSPYDESEVHDSFQQLIQEQSQCTAQEGLELQQREREVTGSSQQTLWRPEGTQSTATLRILASMPSRTIGRSRGAIISQYYNRTVQLRCRSSRPLLGNFVRSAWPSLRLYDLELDPTALEEEEKQSLLVKELQSLAVAQRDHMLRGMPLSLAEKRSLREKSRTPRGKWRGQPGSGGVCSCCGRLRYACVLALHSLGLALLSALQALMPWRYALKRIGGQFGSSVLSYFLFLKTLLAFNALLLLLLVAFIMGPQVAFPPALPGPAPVCTGLELLTGAGCF.... Result: 0 (the proteins do not interact). (2) Protein 1 (ENSG00000088986) has sequence MCDRKAVIKNADMSEEMQQDSVECATQALEKYNIEKDIAAHIKKEFDKKYNPTWHCIVGRNFGSYVTHETKHFIYFYLGQVAILLFKSG*MCDRKAVIKNADMSEEMQQDSVECATQALEKYNIEKDIAAHIKKELR*MCDRKAVIKNADMSEEMQQDSVECATQALEKYNIEKDIAAHIKKVRMGAGADTQPGAGGSFPPILLS*MCDRKAVIKNADMSEEMQQDSVECATQALEKYNIEKDIAAHI. Protein 2 (ENSG00000171777) has sequence MNRKDSKRKSHQECTGKIGGRGRPRQVRRHKTCPSPREISKVMASMNLGLLSEGGCSEDELLEKCIQSFDSAGSLCHEDHMLNMVLAMHSWVLPSADLAARLLTSYQKATGDTQELRRLQICHLVRYWLMRHPEVMHQDPQLEEVIGRFWATVAREGNSAQRRLGDSSDLLSPGGPGPPLPMSSPGLGKKRKVSLLFDHLETGELAQHLTYLEFRSFQAITALLELTELLASHNNYARYRRTWAGCAGFRLPVLGVHLKDLVSLHEAQPDRLPDGRLHLPKLNNLYLRLQELVALQGQHP.... Result: 1 (the proteins interact). (3) Protein 1 (ENSG00000061273) has sequence MHSPGADGTQVSPGAHYCSPTGAGCPRPCADTPGPQPQPMDLRVGQRPPVEPPPEPTLLALQRPQRLHHHLFLAGLQQQRSVEPMRLSMDTPMPELQVGPQEQELRQLLHKDKSKRSAVASSVVKQKLAEVILKKQQAALERTVHPNSPGIPYRTLEPLETEGATRSMLSSFLPPVPSLPSDPPEHFPLRKTVSEPNLKLRYKPKKSLERRKNPLLRKESAPPSLRRRPAETLGDSSPSSSSTPASGCSSPNDSEHGPNPILGSEALLGQRLRLQETSVAPFALPTVSLLPAITLGLPAP.... Protein 2 (ENSG00000134686) has sequence MENELPVPHTSSSACATSSTSGASSSSGCNNSSSGGSGRPTGPQISVYSGIPDRQTVQVIQQALHRQPSTAAQYLQQMYAAQQQHLMLQTAALQQQHLSSAQLQSLAAVQQASLVSNRQGSTSGSNVSAQAPAQSSSINLAASPAAAQLLNRAQSVNSAAASGIAQQAVLLGNTSSPALTASQAQMYLRAQMLIFTPTATVATVQPELGTGSPARPPTPAQVQNLTLRTQQTPAAAASGPTPTQPVLPSLALKPTPGGSQPLPTPAQSRNTAQASPAGAKPGIADSVMEPHKKGDGNSSV.... Result: 1 (the proteins interact). (4) Protein 1 (ENSG00000156509) has sequence MSFKDKDERISCLEAYVTLTSKSSRFTDETEILKMSQRHSGQAGTEAGNGADSPPIVNSKYSTFRDFCSTSSFQDSGYNELKSCSFDNIDKEYLGKKEKGPTLLYEHPETSGLGLTHPLESPTQKKKCILPRKEKDKTPELCETPKISGKKCLPRRRLNVSFALLKGDFESQNSSLESSISQVINLEKNIPSSASGFSRANNFSPLVTSTLKTEEVTSCSQKLRLNFSQQKTSTIDDSKDDCSLFEVECISPIQGNNFKDSITHDFSDSSLCINDENACPELLGSSVSGTTCGTDEDIFV.... Protein 2 (ENSG00000172031) has sequence MARLRDCLPRLMLTLRSLLFWSLVYCYCGLCASIHLLKLLWSLGKGPAQTFRRPAREHPPACLSDPSLGTHCYVRIKDSGLRFHYVAAGERGKPLMLLLHGFPEFWYSWRYQLREFKSEYRVVALDLRGYGETDAPIHRQNYKLDCLITDIKDILDSLGYSKCVLIGHDWGGMIAWLIAICYPEMVMKLIVINFPHPNVFTEYILRHPAQLLKSSYYYFFQIPWFPEFMFSINDFKVLKHLFTSHSTGIGRKGCQLTTEDLEAYIYVFSQPGALSGPINHYRNIFSCLPLKHHMVTTPTL.... Result: 0 (the proteins do not interact).